This data is from Full USPTO retrosynthesis dataset with 1.9M reactions from patents (1976-2016). The task is: Predict the reactants needed to synthesize the given product. (1) Given the product [Br-:18].[CH:1]([C:4]1[CH:9]=[CH:8][CH:7]=[C:6]([CH:10]([CH3:12])[CH3:11])[C:5]=1[N+:13]1[CH:17]=[CH:16][N:15]([CH2:19][CH3:20])[CH:14]=1)([CH3:2])[CH3:3], predict the reactants needed to synthesize it. The reactants are: [CH:1]([C:4]1[CH:9]=[CH:8][CH:7]=[C:6]([CH:10]([CH3:12])[CH3:11])[C:5]=1[N:13]1[CH:17]=[CH:16][N:15]=[CH:14]1)([CH3:3])[CH3:2].[Br:18][CH2:19][CH2:20]C. (2) Given the product [C:1]([C:5]1[CH:10]=[CH:9][C:8]([C:11]([OH:20])=[O:24])=[C:7]([N+:13]([O-:15])=[O:14])[CH:6]=1)([CH3:4])([CH3:3])[CH3:2], predict the reactants needed to synthesize it. The reactants are: [C:1]([C:5]1[CH:10]=[CH:9][C:8]([C:11]#C)=[C:7]([N+:13]([O-:15])=[O:14])[CH:6]=1)([CH3:4])([CH3:3])[CH3:2].C(#N)C.I(O)(=O)(=O)=[O:20].[OH2:24]. (3) Given the product [Cl:18][C:17]1[C:12]([NH:11][C:23]2[C:32]3[C:27](=[CH:28][C:29]([O:35][CH2:36][CH2:37][CH2:38][Cl:39])=[C:30]([O:33][CH3:34])[CH:31]=3)[N:26]=[CH:25][N:24]=2)=[C:13]2[O:21][CH2:20][O:19][C:14]2=[N:15][CH:16]=1, predict the reactants needed to synthesize it. The reactants are: C[Si](C)(C)N[Si](C)(C)C.[Na].[NH2:11][C:12]1[C:17]([Cl:18])=[CH:16][N:15]=[C:14]2[O:19][CH2:20][O:21][C:13]=12.Cl[C:23]1[C:32]2[C:27](=[CH:28][C:29]([O:35][CH2:36][CH2:37][CH2:38][Cl:39])=[C:30]([O:33][CH3:34])[CH:31]=2)[N:26]=[CH:25][N:24]=1. (4) The reactants are: Cl[C:2]1C=C(C=C[CH:11]=1)C(OO)=[O:6].[CH2:12]([S:14][C:15]1[C:16]([C:20]2[N:32]([CH3:33])[C:23]3=[N:24][CH:25]=[C:26]([C:28]([F:31])([F:30])[F:29])[CH:27]=[C:22]3[N:21]=2)=[CH:17][S:18][CH:19]=1)[CH3:13].C(=O)(O)[O-].[Na+].[S:39]([O-:43])([O-])(=[O:41])=S.[Na+].[Na+]. Given the product [CH2:12]([S:14]([C:15]1[C:16]([C:20]2[N:32]([CH3:33])[C:23]3=[N:24][CH:25]=[C:26]([C:28]([F:31])([F:29])[F:30])[CH:27]=[C:22]3[N:21]=2)=[CH:17][S:18][CH:19]=1)=[O:6])[CH3:13].[CH2:2]([S:39]([C:15]1[C:16]([C:20]2[N:32]([CH3:33])[C:23]3=[N:24][CH:25]=[C:26]([C:28]([F:31])([F:29])[F:30])[CH:27]=[C:22]3[N:21]=2)=[CH:17][S:18][CH:19]=1)(=[O:43])=[O:41])[CH3:11], predict the reactants needed to synthesize it. (5) Given the product [OH:4][C:5]1[CH:10]=[CH:9][C:8]([C:11]2[C:29]3[C:24](=[CH:25][CH:26]=[C:27]([O:30][CH3:31])[CH:28]=3)[C:13]3([C:21]4[C:16](=[CH:17][C:18]([O:22][CH3:23])=[CH:19][CH:20]=4)[CH2:15][CH2:14]3)[CH:12]=2)=[CH:7][CH:6]=1, predict the reactants needed to synthesize it. The reactants are: C([O:4][C:5]1[CH:10]=[CH:9][C:8]([C:11]2[C:29]3[C:24](=[CH:25][CH:26]=[C:27]([O:30][CH3:31])[CH:28]=3)[C:13]3([C:21]4[C:16](=[CH:17][C:18]([O:22][CH3:23])=[CH:19][CH:20]=4)[CH2:15][CH2:14]3)[CH:12]=2)=[CH:7][CH:6]=1)C=C.C1(P(C2C=CC=CC=2)C2C=CC=CC=2)C=CC=CC=1.C(O)=O. (6) Given the product [CH2:1]([O:8][C:9]([N:11]([CH2:13][CH2:14][N:16]1[CH2:21][CH2:20][C:19](=[CH:22][C:23]([O:25][CH2:26][CH3:27])=[O:24])[CH2:18][CH2:17]1)[CH3:12])=[O:10])[C:2]1[CH:3]=[CH:4][CH:5]=[CH:6][CH:7]=1, predict the reactants needed to synthesize it. The reactants are: [CH2:1]([O:8][C:9]([N:11]([CH2:13][CH:14]=O)[CH3:12])=[O:10])[C:2]1[CH:7]=[CH:6][CH:5]=[CH:4][CH:3]=1.[NH:16]1[CH2:21][CH2:20][C:19](=[CH:22][C:23]([O:25][CH2:26][CH3:27])=[O:24])[CH2:18][CH2:17]1.[BH3-]C#N.[Na+]. (7) Given the product [NH2:21][C@@H:19]([CH3:20])[C:18]([NH:17][CH2:16][CH2:15][O:14][CH2:13][CH2:12][O:11][CH2:10][CH2:9][P:4](=[O:5])([O:3][CH2:1][CH3:2])[O:6][CH2:7][CH3:8])=[O:29], predict the reactants needed to synthesize it. The reactants are: [CH2:1]([O:3][P:4]([CH2:9][CH2:10][O:11][CH2:12][CH2:13][O:14][CH2:15][CH2:16][NH:17][C:18](=[O:29])[C@@H:19]([NH:21]C(=O)OC(C)(C)C)[CH3:20])([O:6][CH2:7][CH3:8])=[O:5])[CH3:2]. (8) The reactants are: [C:1]([O:5][C:6]([NH:8][C:9]1[CH:17]=[CH:16][CH:15]=[C:14]2[C:10]=1[CH:11]=[CH:12][N:13]2[C:18]([C:29]1[CH:34]=[CH:33][C:32]([Cl:35])=[CH:31][CH:30]=1)([CH:27]=O)[CH2:19][C:20]([O:22][C:23]([CH3:26])([CH3:25])[CH3:24])=[O:21])=[O:7])([CH3:4])([CH3:3])[CH3:2].[C:36]([O-])([O-])=O.[K+].[K+].[N+](=C(P(=O)(OC)OC)C(=O)C)=[N-]. Given the product [C:1]([O:5][C:6]([NH:8][C:9]1[CH:17]=[CH:16][CH:15]=[C:14]2[C:10]=1[CH:11]=[CH:12][N:13]2[C:18]([C:29]1[CH:30]=[CH:31][C:32]([Cl:35])=[CH:33][CH:34]=1)([C:27]#[CH:36])[CH2:19][C:20]([O:22][C:23]([CH3:26])([CH3:25])[CH3:24])=[O:21])=[O:7])([CH3:3])([CH3:2])[CH3:4], predict the reactants needed to synthesize it. (9) The reactants are: [N:1]1([C:6]2[N:11]=[C:10]([C:12]3[CH:18]=[CH:17][CH:16]=[CH:15][C:13]=3[NH2:14])[CH:9]=[CH:8][CH:7]=2)[CH2:5][CH2:4][CH2:3][CH2:2]1.[Cl:19][C:20]1[CH:25]=[CH:24][C:23]([N:26]=[C:27]=[O:28])=[CH:22][CH:21]=1. Given the product [Cl:19][C:20]1[CH:25]=[CH:24][C:23]([NH:26][C:27]([NH:14][C:13]2[CH:15]=[CH:16][CH:17]=[CH:18][C:12]=2[C:10]2[CH:9]=[CH:8][CH:7]=[C:6]([N:1]3[CH2:5][CH2:4][CH2:3][CH2:2]3)[N:11]=2)=[O:28])=[CH:22][CH:21]=1, predict the reactants needed to synthesize it.